Predict the reactants needed to synthesize the given product. From a dataset of Full USPTO retrosynthesis dataset with 1.9M reactions from patents (1976-2016). (1) Given the product [CH3:21][N:22]([CH3:32])[C:23]1[CH:28]=[CH:27][C:26]([C:2]2[N:11]=[C:10]([NH:12][CH2:13][CH2:14][C:15]3[CH:20]=[CH:19][CH:18]=[CH:17][CH:16]=3)[C:9]3[C:4](=[CH:5][CH:6]=[CH:7][CH:8]=3)[N:3]=2)=[CH:25][CH:24]=1, predict the reactants needed to synthesize it. The reactants are: Cl[C:2]1[N:11]=[C:10]([NH:12][CH2:13][CH2:14][C:15]2[CH:20]=[CH:19][CH:18]=[CH:17][CH:16]=2)[C:9]2[C:4](=[CH:5][CH:6]=[CH:7][CH:8]=2)[N:3]=1.[CH3:21][N:22]([CH3:32])[C:23]1[CH:28]=[CH:27][C:26](B(O)O)=[CH:25][CH:24]=1.C1(C(C2C=CC=CN=2)CNC2C3C(=CC=CC=3)N=C(C3C=CC(NS(C)(=O)=O)=CC=3)N=2)C=CC=CC=1. (2) Given the product [CH:15]1([N:14]([CH3:13])[CH:2]2[CH2:5][N:4]([C:6]([O:8][C:9]([CH3:12])([CH3:11])[CH3:10])=[O:7])[CH2:3]2)[CH2:18][CH2:17][CH2:16]1, predict the reactants needed to synthesize it. The reactants are: O=[C:2]1[CH2:5][N:4]([C:6]([O:8][C:9]([CH3:12])([CH3:11])[CH3:10])=[O:7])[CH2:3]1.[CH3:13][NH:14][CH:15]1[CH2:18][CH2:17][CH2:16]1.C(O[BH-](OC(=O)C)OC(=O)C)(=O)C.[Na+]. (3) The reactants are: COC(OC)OC.[N+:8]([C:11]1[CH:16]=[CH:15][C:14]([CH2:17][N:18]2[CH2:23][CH2:22][O:21][CH2:20][CH2:19]2)=[CH:13][CH:12]=1)([O-])=O.C(OC(=O)C)(=O)C. Given the product [O:21]1[CH2:20][CH2:19][N:18]([CH2:17][C:14]2[CH:15]=[CH:16][C:11]([NH2:8])=[CH:12][CH:13]=2)[CH2:23][CH2:22]1, predict the reactants needed to synthesize it. (4) The reactants are: C([C@@H]1[C@H](N)C2C=CSC=2CC1)CC.[CH2:14]([CH:16]1[CH2:17][CH2:18][C:19]2[O:23][CH:22]=[CH:21][C:20]=2/[C:24]/1=[N:25]\O)[CH3:15]. Given the product [CH2:14]([C@H:16]1[C@H:24]([NH2:25])[C:20]2[CH:21]=[CH:22][O:23][C:19]=2[CH2:18][CH2:17]1)[CH3:15], predict the reactants needed to synthesize it. (5) The reactants are: C(Cl)(=O)C(Cl)=O.[CH3:7][O:8][C@H:9]1[C@@H:13]2[O:14][C:15]([CH3:18])([CH3:17])[O:16][C@@H:12]2[C@@H:11]([C:19]([OH:21])=[O:20])[O:10]1.O[N:23]=[C:24]([NH2:27])[CH2:25][CH3:26].C(N(C(C)C)C(C)C)C. Given the product [CH3:7][O:8][C@H:9]1[C@@H:13]2[O:14][C:15]([CH3:18])([CH3:17])[O:16][C@@H:12]2[C@@H:11]([C:19]([O:21][N:23]=[C:24]([NH2:27])[CH2:25][CH3:26])=[O:20])[O:10]1, predict the reactants needed to synthesize it. (6) The reactants are: C(NC(C)C)(C)C.C([Li])CCC.C(N(C(C)C)[Li])(C)C.[CH3:21][CH:22]1[CH2:27][CH2:26][C:25](=[O:28])[CH2:24][CH2:23]1.[CH3:29][Si:30](Cl)([CH3:32])[CH3:31].C(=O)(O)[O-].[Na+]. Given the product [CH3:21][CH:22]1[CH2:27][CH2:26][C:25]([O:28][Si:30]([CH3:32])([CH3:31])[CH3:29])=[CH:24][CH2:23]1, predict the reactants needed to synthesize it. (7) Given the product [F:1][C:2]1[CH:10]=[CH:9][CH:8]=[C:7]([I:11])[C:3]=1[C:4]([NH2:13])=[O:5], predict the reactants needed to synthesize it. The reactants are: [F:1][C:2]1[CH:10]=[CH:9][CH:8]=[C:7]([I:11])[C:3]=1[C:4](O)=[O:5].C[N:13](C=O)C.C(Cl)(=O)C(Cl)=O. (8) Given the product [F:8][C:5]1[CH:6]=[CH:7][C:2]([B:19]([OH:24])[OH:20])=[C:3]([CH:9]=[O:13])[CH:4]=1, predict the reactants needed to synthesize it. The reactants are: Br[C:2]1[CH:7]=[CH:6][C:5]([F:8])=[CH:4][C:3]=1[CH:9]1[O:13]CCO1.C([Li])CCC.[B:19](OC(C)C)([O:24]C(C)C)[O:20]C(C)C.Cl. (9) Given the product [C:4]([CH2:6][CH2:7][NH:8][C:9](=[S:10])[NH:29][C@@H:25]([CH2:24][S:23][CH2:22]/[CH:21]=[C:20](\[CH3:30])/[CH2:19][CH2:18]/[CH:17]=[C:16](\[CH3:31])/[CH2:15][CH2:14][CH:13]=[C:12]([CH3:32])[CH3:11])[C:26]([OH:28])=[O:27])([OH:3])=[O:5], predict the reactants needed to synthesize it. The reactants are: CC[O:3][C:4]([CH2:6][CH2:7][N:8]=[C:9]=[S:10])=[O:5].[CH3:11][C:12]([CH3:32])=[CH:13][CH2:14][CH2:15]/[C:16](/[CH3:31])=[CH:17]/[CH2:18][CH2:19]/[C:20](/[CH3:30])=[CH:21]/[CH2:22][S:23][CH2:24][C@H:25]([NH2:29])[C:26]([OH:28])=[O:27].C(N(CC)C(C)C)(C)C.O[Li].O.